Dataset: Catalyst prediction with 721,799 reactions and 888 catalyst types from USPTO. Task: Predict which catalyst facilitates the given reaction. (1) Reactant: [CH2:1]([O:3][C:4]([C:6]1[S:10][C:9]2[CH:11]=[C:12]([CH2:15][OH:16])[CH:13]=[CH:14][C:8]=2[CH:7]=1)=[O:5])C.C1CCN2C(=NCCC2)CC1. Product: [CH3:1][O:3][C:4]([C:6]1[S:10][C:9]2[CH:11]=[C:12]([CH2:15][OH:16])[CH:13]=[CH:14][C:8]=2[CH:7]=1)=[O:5]. The catalyst class is: 5. (2) Reactant: [CH2:1]([N:8]1[CH2:13][CH2:12][C:11](=[O:14])[CH:10]([CH3:15])[CH2:9]1)[C:2]1[CH:7]=[CH:6][CH:5]=[CH:4][CH:3]=1.[CH:16]([N-]C(C)C)(C)C.[Li+].IC. Product: [CH2:1]([N:8]1[CH2:13][CH:12]([CH3:16])[C:11](=[O:14])[CH:10]([CH3:15])[CH2:9]1)[C:2]1[CH:3]=[CH:4][CH:5]=[CH:6][CH:7]=1. The catalyst class is: 1. (3) Reactant: F[C:2]1[N:7]=[C:6]([N:8]([CH3:21])[C:9]2[CH:14]=[CH:13][N:12]=[C:11]([C:15]3[CH:20]=[CH:19][CH:18]=[CH:17][CH:16]=3)[N:10]=2)[CH:5]=[CH:4][N:3]=1.[NH2:22][CH2:23][C@H:24]([C:26]1[CH:31]=[CH:30][CH:29]=[CH:28][CH:27]=1)[OH:25]. Product: [CH3:21][N:8]([C:9]1[CH:14]=[CH:13][N:12]=[C:11]([C:15]2[CH:20]=[CH:19][CH:18]=[CH:17][CH:16]=2)[N:10]=1)[C:6]1[CH:5]=[CH:4][N:3]=[C:2]([NH:22][CH2:23][C@H:24]([C:26]2[CH:31]=[CH:30][CH:29]=[CH:28][CH:27]=2)[OH:25])[N:7]=1. The catalyst class is: 41. (4) Reactant: Cl.[Cl:2][C:3]1[N:4]=[C:5]([C:10]([NH:12][C@H:13]2[CH2:18][CH2:17][NH:16][CH2:15][C@H:14]2[O:19][CH2:20][CH3:21])=[O:11])[NH:6][C:7]=1[CH2:8][CH3:9].Br[C:23]1[S:24][CH:25]=[CH:26][N:27]=1.C(=O)([O-])[O-].[Na+].[Na+]. Product: [Cl:2][C:3]1[N:4]=[C:5]([C:10]([NH:12][C@H:13]2[CH2:18][CH2:17][N:16]([C:23]3[S:24][CH:25]=[CH:26][N:27]=3)[CH2:15][C@H:14]2[O:19][CH2:20][CH3:21])=[O:11])[NH:6][C:7]=1[CH2:8][CH3:9]. The catalyst class is: 3. (5) Reactant: [CH3:1][O:2][CH2:3][O:4][C:5]1[C:6]([CH:15]([OH:17])[CH3:16])=[CH:7][C:8]([C:11]([F:14])([F:13])[F:12])=[N:9][CH:10]=1.C([O-])(O)=O.[Na+].CC(OI1(OC(C)=O)(OC(C)=O)OC(=O)C2C=CC=CC1=2)=O. Product: [CH3:1][O:2][CH2:3][O:4][C:5]1[C:6]([C:15](=[O:17])[CH3:16])=[CH:7][C:8]([C:11]([F:14])([F:12])[F:13])=[N:9][CH:10]=1. The catalyst class is: 2.